From a dataset of Full USPTO retrosynthesis dataset with 1.9M reactions from patents (1976-2016). Predict the reactants needed to synthesize the given product. (1) Given the product [F:1][C:2]1[CH:10]=[C:9]([CH3:11])[C:8]([OH:12])=[CH:7][C:3]=1[C:4]([OH:6])=[O:5], predict the reactants needed to synthesize it. The reactants are: [F:1][C:2]1[CH:10]=[C:9]([CH3:11])[C:8]([O:12]C)=[CH:7][C:3]=1[C:4]([OH:6])=[O:5].Br. (2) Given the product [Cl:39][C:16]1[S:15][C:14]([NH:13][C:11](=[O:12])[N:10]([CH2:9][CH2:8][CH:7]([C:1]2[CH:2]=[CH:3][CH:4]=[CH:5][CH:6]=2)[C:33]2[CH:34]=[CH:35][CH:36]=[CH:37][CH:38]=2)[CH:30]([CH3:31])[CH3:32])=[N:18][C:17]=1[C:19]1[CH:24]=[CH:23][C:22]([NH:25][S:26]([CH3:29])(=[O:27])=[O:28])=[CH:21][CH:20]=1, predict the reactants needed to synthesize it. The reactants are: [C:1]1([CH:7]([C:33]2[CH:38]=[CH:37][CH:36]=[CH:35][CH:34]=2)[CH2:8][CH2:9][N:10]([CH:30]([CH3:32])[CH3:31])[C:11]([NH:13][C:14]2[S:15][CH:16]=[C:17]([C:19]3[CH:24]=[CH:23][C:22]([NH:25][S:26]([CH3:29])(=[O:28])=[O:27])=[CH:21][CH:20]=3)[N:18]=2)=[O:12])[CH:6]=[CH:5][CH:4]=[CH:3][CH:2]=1.[Cl:39]N1C(=O)CCC1=O.